Dataset: Tox21: 12 toxicity assays (nuclear receptors and stress response pathways). Task: Binary classification across 12 toxicity assays. The drug is CCn1cc[n+](C)c1C.O=S(=O)([O-])C(F)(F)F. It tested positive (active) for: NR-ER (Estrogen Receptor agonist activity).